Dataset: Peptide-MHC class I binding affinity with 185,985 pairs from IEDB/IMGT. Task: Regression. Given a peptide amino acid sequence and an MHC pseudo amino acid sequence, predict their binding affinity value. This is MHC class I binding data. (1) The peptide sequence is RVPTVFHKK. The MHC is HLA-B46:01 with pseudo-sequence HLA-B46:01. The binding affinity (normalized) is 0.0847. (2) The peptide sequence is NAMVTLRKE. The MHC is HLA-A02:03 with pseudo-sequence HLA-A02:03. The binding affinity (normalized) is 0. (3) The peptide sequence is TLPELNLSL. The MHC is HLA-A02:01 with pseudo-sequence HLA-A02:01. The binding affinity (normalized) is 0.618. (4) The peptide sequence is FLSLSLLVI. The MHC is HLA-A02:03 with pseudo-sequence HLA-A02:03. The binding affinity (normalized) is 0.591. (5) The peptide sequence is MLDQFGVSY. The MHC is HLA-B27:05 with pseudo-sequence HLA-B27:05. The binding affinity (normalized) is 0.0847. (6) The peptide sequence is IEDPPFNSL. The MHC is HLA-A68:01 with pseudo-sequence HLA-A68:01. The binding affinity (normalized) is 0. (7) The peptide sequence is KEKGGLEGM. The MHC is HLA-B45:01 with pseudo-sequence HLA-B45:01. The binding affinity (normalized) is 0.